Dataset: Reaction yield outcomes from USPTO patents with 853,638 reactions. Task: Predict the reaction yield, written as a fraction of the theoretical maximum amount of product (1.0 means a 100% yield; for example, 0.34 means a 34% yield). (1) The reactants are C1C=CC(OP(OC2C=CC=CC=2)([N:10]=[N+]=[N-])=O)=CC=1.[C:20]([O:24][C:25]([N:27]1[CH2:32][CH2:31][CH2:30][C@@H:29]([NH:33][C:34]2[C:42]3[C:37](=[N:38][CH:39]=[CH:40][C:41]=3[O:43][C:44]3[CH:52]=[CH:51][C:47](C(O)=O)=[CH:46][CH:45]=3)[N:36]([CH2:53][C:54]3[CH:59]=[CH:58][C:57]([O:60][CH3:61])=[CH:56][CH:55]=3)[N:35]=2)[CH2:28]1)=[O:26])([CH3:23])([CH3:22])[CH3:21].[CH2:62]([NH2:64])[CH3:63].C1[CH2:69][O:68]CC1. The catalyst is C1(C)C=CC=CC=1.O. The product is [CH2:62]([NH:64][C:69]([NH:10][C:47]1[CH:51]=[CH:52][C:44]([O:43][C:41]2[CH:40]=[CH:39][N:38]=[C:37]3[N:36]([CH2:53][C:54]4[CH:59]=[CH:58][C:57]([O:60][CH3:61])=[CH:56][CH:55]=4)[N:35]=[C:34]([NH:33][C@@H:29]4[CH2:30][CH2:31][CH2:32][N:27]([C:25]([O:24][C:20]([CH3:22])([CH3:21])[CH3:23])=[O:26])[CH2:28]4)[C:42]=23)=[CH:45][CH:46]=1)=[O:68])[CH3:63]. The yield is 0.250. (2) The reactants are [C:1]1(=O)[CH2:6][CH2:5][CH2:4][CH2:3][CH2:2]1.[C:8]([CH2:10][C:11]([O:13][CH2:14][CH3:15])=[O:12])#[N:9].C([O-])(=O)C.[NH4+].C(O)(=O)C. The catalyst is C1(C)C=CC=CC=1. The product is [C:8]([C:10](=[C:1]1[CH2:6][CH2:5][CH2:4][CH2:3][CH2:2]1)[C:11]([O:13][CH2:14][CH3:15])=[O:12])#[N:9]. The yield is 0.790. (3) The product is [CH3:10][O:11][C:12]1[CH:13]=[C:14]([C:15](=[O:18])[CH2:16][NH:9][C:6]2[CH:7]=[CH:8][C:3]([O:2][CH3:1])=[CH:4][CH:5]=2)[CH:19]=[CH:20][CH:21]=1. The reactants are [CH3:1][O:2][C:3]1[CH:8]=[CH:7][C:6]([NH2:9])=[CH:5][CH:4]=1.[CH3:10][O:11][C:12]1[CH:13]=[C:14]([CH:19]=[CH:20][CH:21]=1)[C:15](=[O:18])[CH2:16]Br.C(N(CC)CC)C. The yield is 0.700. The catalyst is CN(C=O)C.